The task is: Predict the reaction yield, written as a fraction of the theoretical maximum amount of product (1.0 means a 100% yield; for example, 0.34 means a 34% yield).. This data is from Reaction yield outcomes from USPTO patents with 853,638 reactions. (1) The reactants are [NH2:1]/[C:2](=[N:14]\[OH:15])/[CH:3]1[CH2:6][N:5]([C:7]([O:9][C:10]([CH3:13])([CH3:12])[CH3:11])=[O:8])[CH2:4]1.[CH3:16][CH2:17]N(C(C)C)C(C)C.C(Cl)(=O)C. The catalyst is C(#N)C. The product is [CH3:16][C:17]1[O:15][N:14]=[C:2]([CH:3]2[CH2:4][N:5]([C:7]([O:9][C:10]([CH3:12])([CH3:11])[CH3:13])=[O:8])[CH2:6]2)[N:1]=1. The yield is 0.550. (2) The yield is 0.731. The product is [CH:9]1([S:8][C:5]2[CH:6]=[CH:7][C:2]([F:1])=[CH:3][CH:4]=2)[CH2:11][CH2:10]1. The catalyst is CS(C)=O. The reactants are [F:1][C:2]1[CH:7]=[CH:6][C:5]([SH:8])=[CH:4][CH:3]=1.[CH:9]1(Br)[CH2:11][CH2:10]1.C(O[Na])(C)(C)C.O. (3) The reactants are [C:1](OC(=O)C)(=[O:3])[CH3:2].[OH:8][C:9]1[CH:18]=[C:17]([OH:19])[CH:16]=[CH:15][C:10]=1[C:11]([O:13][CH3:14])=[O:12].O. The catalyst is B(F)(F)F.CCOCC. The product is [C:1]([C:16]1[C:17]([OH:19])=[CH:18][C:9]([OH:8])=[C:10]([CH:15]=1)[C:11]([O:13][CH3:14])=[O:12])(=[O:3])[CH3:2]. The yield is 0.420. (4) The reactants are [CH3:1][O:2][C:3]1[CH:4]=[C:5]2[C:10](=[CH:11][C:12]=1[O:13][CH2:14][CH2:15][O:16][CH3:17])[N:9]=[CH:8][N:7]=[C:6]2[O:18][C:19]1[CH:20]=[C:21]([CH:23]=[CH:24][CH:25]=1)[NH2:22].[CH:26]([C:29]1[O:33][N:32]=[C:31]([NH:34][C:35](=O)[O:36]C2C=CC=CC=2)[CH:30]=1)([CH3:28])[CH3:27]. No catalyst specified. The product is [CH:26]([C:29]1[O:33][N:32]=[C:31]([NH:34][C:35]([NH:22][C:21]2[CH:23]=[CH:24][CH:25]=[C:19]([O:18][C:6]3[C:5]4[C:10](=[CH:11][C:12]([O:13][CH2:14][CH2:15][O:16][CH3:17])=[C:3]([O:2][CH3:1])[CH:4]=4)[N:9]=[CH:8][N:7]=3)[CH:20]=2)=[O:36])[CH:30]=1)([CH3:28])[CH3:27]. The yield is 0.470. (5) The catalyst is O1CCOCC1. The product is [NH2:16][C:17]1[N:22]=[C:21]([N:8]2[CH2:7][CH2:6][N:5]([C:9]([O:11][C:12]([CH3:14])([CH3:13])[CH3:15])=[O:10])[CH2:4][C@@H:3]2[CH2:1][CH3:2])[C:20]([CH:24]=[O:25])=[C:19]([Cl:26])[N:18]=1. The yield is 0.990. The reactants are [CH2:1]([C@@H:3]1[NH:8][CH2:7][CH2:6][N:5]([C:9]([O:11][C:12]([CH3:15])([CH3:14])[CH3:13])=[O:10])[CH2:4]1)[CH3:2].[NH2:16][C:17]1[N:22]=[C:21](Cl)[C:20]([CH:24]=[O:25])=[C:19]([Cl:26])[N:18]=1.CCN(C(C)C)C(C)C. (6) The reactants are [Cl:1][C:2]1[CH:3]=[N:4][CH:5]=[C:6]([Cl:9])[C:7]=1Cl.[C:10]([NH:13][CH:14]1[CH2:19][CH2:18][NH:17][CH2:16][CH2:15]1)(=[O:12])[CH3:11].C(N(CC)CC)C. The catalyst is CN1C(=O)CCC1. The product is [Cl:9][C:6]1[CH:5]=[N:4][CH:3]=[C:2]([Cl:1])[C:7]=1[N:17]1[CH2:18][CH2:19][CH:14]([NH:13][C:10](=[O:12])[CH3:11])[CH2:15][CH2:16]1. The yield is 0.0900. (7) The reactants are [C:1]([C:4]1[CH:5]=[C:6]([OH:10])[CH:7]=[CH:8][CH:9]=1)(=[O:3])[CH3:2].C(N(CC)CC)C.[Si:18](Cl)([C:21]([CH3:24])([CH3:23])[CH3:22])([CH3:20])[CH3:19]. The product is [Si:18]([O:10][C:6]1[CH:5]=[C:4]([C:1](=[O:3])[CH3:2])[CH:9]=[CH:8][CH:7]=1)([C:21]([CH3:24])([CH3:23])[CH3:22])([CH3:20])[CH3:19]. The catalyst is O1CCCC1. The yield is 1.00.